From a dataset of Reaction yield outcomes from USPTO patents with 853,638 reactions. Predict the reaction yield, written as a fraction of the theoretical maximum amount of product (1.0 means a 100% yield; for example, 0.34 means a 34% yield). (1) The reactants are [CH:1]1([CH2:6][CH:7]([C:11]2[CH:16]=[CH:15][C:14]([S:17]([CH3:20])(=[O:19])=[O:18])=[C:13]([N+:21]([O-:23])=[O:22])[CH:12]=2)[C:8]([OH:10])=O)[CH2:5][CH2:4][CH2:3][CH2:2]1.C(N(CC)CC)C.F[P-](F)(F)(F)(F)F.N1(O[P+](N(C)C)(N(C)C)N(C)C)C2C=CC=CC=2N=N1.[NH2:58][C:59]1[NH:60][C:61]2[CH:67]=[CH:66][CH:65]=[CH:64][C:62]=2[N:63]=1.Cl. The catalyst is CN(C)C=O.O.C(OCC)(=O)C. The product is [NH:60]1[C:61]2[CH:67]=[CH:66][CH:65]=[CH:64][C:62]=2[N:63]=[C:59]1[NH:58][C:8](=[O:10])[CH:7]([C:11]1[CH:16]=[CH:15][C:14]([S:17]([CH3:20])(=[O:19])=[O:18])=[C:13]([N+:21]([O-:23])=[O:22])[CH:12]=1)[CH2:6][CH:1]1[CH2:2][CH2:3][CH2:4][CH2:5]1. The yield is 0.380. (2) The reactants are Cl[C:2]([O:4][C:5]1[CH:10]=[CH:9][C:8]([N+:11]([O-:13])=[O:12])=[CH:7][CH:6]=1)=[O:3].[Si:14]([O:21][CH2:22][CH2:23][CH2:24][CH2:25][OH:26])([C:17]([CH3:20])([CH3:19])[CH3:18])([CH3:16])[CH3:15].C(N(CC)CC)C.C(=O)([O-])O.[Na+]. The catalyst is ClCCl. The product is [C:2](=[O:3])([O:4][C:5]1[CH:6]=[CH:7][C:8]([N+:11]([O-:13])=[O:12])=[CH:9][CH:10]=1)[O:26][CH2:25][CH2:24][CH2:23][CH2:22][O:21][Si:14]([C:17]([CH3:19])([CH3:20])[CH3:18])([CH3:16])[CH3:15]. The yield is 0.920. (3) The reactants are [Cl-].O[NH3+:3].[C:4](=[O:7])([O-])[OH:5].[Na+].CS(C)=O.[CH3:13][O:14][CH:15]1[C:24]2[C:19](=[CH:20][CH:21]=[C:22]([N:25]3[C:30](=[O:31])[C:29]([CH2:32][C:33]4[CH:38]=[CH:37][C:36]([C:39]5[C:40]([C:45]#[N:46])=[CH:41][CH:42]=[CH:43][CH:44]=5)=[CH:35][CH:34]=4)=[C:28]([CH2:47][CH2:48][CH3:49])[N:27]=[C:26]3[CH3:50])[CH:23]=2)[O:18][C:17]([CH3:52])([CH3:51])[CH2:16]1. The catalyst is C(OCC)(=O)C. The product is [CH3:13][O:14][CH:15]1[C:24]2[C:19](=[CH:20][CH:21]=[C:22]([N:25]3[C:30](=[O:31])[C:29]([CH2:32][C:33]4[CH:38]=[CH:37][C:36]([C:39]5[CH:44]=[CH:43][CH:42]=[CH:41][C:40]=5[C:45]5[NH:3][C:4](=[O:7])[O:5][N:46]=5)=[CH:35][CH:34]=4)=[C:28]([CH2:47][CH2:48][CH3:49])[N:27]=[C:26]3[CH3:50])[CH:23]=2)[O:18][C:17]([CH3:51])([CH3:52])[CH2:16]1. The yield is 0.770.